From a dataset of Reaction yield outcomes from USPTO patents with 853,638 reactions. Predict the reaction yield, written as a fraction of the theoretical maximum amount of product (1.0 means a 100% yield; for example, 0.34 means a 34% yield). (1) The reactants are [CH2:1]([N:5]1[C:13]2[N:12]=[C:11]([Cl:14])[N:10](CC=C)[C:9]=2[C:8](=[O:18])[N:7]([CH2:19][CH2:20][CH2:21][C:22]#[N:23])[C:6]1=[O:24])[CH2:2][CH2:3][CH3:4].C1([SiH3])C=CC=CC=1. The catalyst is C1C=CC([P]([Pd]([P](C2C=CC=CC=2)(C2C=CC=CC=2)C2C=CC=CC=2)([P](C2C=CC=CC=2)(C2C=CC=CC=2)C2C=CC=CC=2)[P](C2C=CC=CC=2)(C2C=CC=CC=2)C2C=CC=CC=2)(C2C=CC=CC=2)C2C=CC=CC=2)=CC=1. The product is [CH2:1]([N:5]1[C:13]2[N:12]=[C:11]([Cl:14])[NH:10][C:9]=2[C:8](=[O:18])[N:7]([CH2:19][CH2:20][CH2:21][C:22]#[N:23])[C:6]1=[O:24])[CH2:2][CH2:3][CH3:4]. The yield is 0.600. (2) The reactants are [F:1][C:2]1[C:3]([CH3:34])=[N:4][C:5]([NH:8][C:9]2[CH:10]=[C:11]([C:16]3[S:20][C:19]([C@@:21]4([OH:33])[CH2:26][CH2:25][C@H:24]([C:27]([O:29]C)=[O:28])[C:23]([CH3:32])([CH3:31])[CH2:22]4)=[N:18][CH:17]=3)[CH:12]=[C:13]([CH3:15])[CH:14]=2)=[N:6][CH:7]=1.[OH-].[Na+].Cl. The catalyst is CO. The product is [F:1][C:2]1[C:3]([CH3:34])=[N:4][C:5]([NH:8][C:9]2[CH:10]=[C:11]([C:16]3[S:20][C:19]([C:21]4([OH:33])[CH2:26][CH2:25][CH:24]([C:27]([OH:29])=[O:28])[C:23]([CH3:31])([CH3:32])[CH2:22]4)=[N:18][CH:17]=3)[CH:12]=[C:13]([CH3:15])[CH:14]=2)=[N:6][CH:7]=1. The yield is 0.580. (3) The reactants are [CH3:1][C:2]1[CH:7]=[CH:6][C:5]([C:8](=[O:10])[CH3:9])=[CH:4][CH:3]=1.[CH3:11][N:12]([CH:14](OC)OC)[CH3:13]. No catalyst specified. The product is [CH3:11][N:12]([CH3:14])/[CH:13]=[CH:9]/[C:8]([C:5]1[CH:6]=[CH:7][C:2]([CH3:1])=[CH:3][CH:4]=1)=[O:10]. The yield is 0.740. (4) The reactants are [C:1]([C:5]1[C:10]([N+:11]([O-])=O)=[CH:9][C:8]([OH:14])=[C:7]([Cl:15])[CH:6]=1)([CH3:4])([CH3:3])[CH3:2]. The catalyst is CO.[Ni]. The product is [C:1]([C:5]1[C:10]([NH2:11])=[CH:9][C:8]([OH:14])=[C:7]([Cl:15])[CH:6]=1)([CH3:4])([CH3:2])[CH3:3]. The yield is 0.780. (5) The reactants are [Br:1][C:2]1[CH:7]=[C:6]([F:8])[CH:5]=[C:4]([Br:9])[C:3]=1[O:10][CH3:11].[N+:12]([O-])([OH:14])=[O:13]. The catalyst is OS(O)(=O)=O. The product is [Br:1][C:2]1[CH:7]=[C:6]([F:8])[C:5]([N+:12]([O-:14])=[O:13])=[C:4]([Br:9])[C:3]=1[O:10][CH3:11]. The yield is 0.739. (6) The reactants are [CH3:1][C@@H:2]1[CH2:6][N:5]([C:7]([O:9]C(C)(C)C)=O)[C@H:4]([C:14]2[NH:18][C:17]3[C:19]4[C:24]([CH:25]=[CH:26][C:16]=3[N:15]=2)=[CH:23][C:22]2[C:27]3[C:32]([CH2:33][O:34][C:21]=2[CH:20]=4)=[CH:31][C:30]([B:35]2[O:39][C:38]([CH3:41])([CH3:40])[C:37]([CH3:43])([CH3:42])[O:36]2)=[CH:29][CH:28]=3)[CH2:3]1.Cl.[CH3:45][O:46][C:47]([NH:49][C@@H:50]([CH:54]([CH3:56])[CH3:55])C(O)=O)=[O:48].CN(C(ON1N=NC2C=CC=NC1=2)=[N+](C)C)C.F[P-](F)(F)(F)(F)F.CCN(C(C)C)C(C)C. The catalyst is C(Cl)Cl.CCOC(C)=O.CN(C=O)C.CO. The product is [CH3:55][CH:54]([CH3:56])[C@H:50]([NH:49][C:47](=[O:48])[O:46][CH3:45])[C:7]([N:5]1[CH2:6][C@@H:2]([CH3:1])[CH2:3][C@H:4]1[C:14]1[NH:18][C:17]2[C:19]3[C:24]([CH:25]=[CH:26][C:16]=2[N:15]=1)=[CH:23][C:22]1[C:27]2[C:32]([CH2:33][O:34][C:21]=1[CH:20]=3)=[CH:31][C:30]([B:35]1[O:39][C:38]([CH3:41])([CH3:40])[C:37]([CH3:42])([CH3:43])[O:36]1)=[CH:29][CH:28]=2)=[O:9]. The yield is 0.570. (7) The reactants are [OH:1][CH2:2][C:3]12[CH2:12][CH:7]3[CH2:8][CH:9]([CH2:11][CH:5]([CH2:6]3)[CH2:4]1)[CH2:10]2.[C:13](N1C=CN=C1)(N1C=CN=C1)=[O:14].Cl.[NH2:26][C@@H:27]([CH2:35][NH:36][C:37]([O:39][C:40]([CH3:43])([CH3:42])[CH3:41])=[O:38])[C:28]([O:30][C:31]([CH3:34])([CH3:33])[CH3:32])=[O:29].C(N(C(C)C)CC)(C)C. The catalyst is C1COCC1. The product is [C:3]12([CH2:2][O:1][C:13]([NH:26][C@@H:27]([CH2:35][NH:36][C:37]([O:39][C:40]([CH3:43])([CH3:42])[CH3:41])=[O:38])[C:28]([O:30][C:31]([CH3:33])([CH3:34])[CH3:32])=[O:29])=[O:14])[CH2:12][CH:7]3[CH2:6][CH:5]([CH2:11][CH:9]([CH2:8]3)[CH2:10]1)[CH2:4]2. The yield is 0.590. (8) The reactants are Cl.[CH3:2][O:3][C:4](=[O:11])[C@H:5]([CH2:7][CH:8]([CH3:10])[CH3:9])[NH2:6].C(N(CC)C(C)C)(C)C.C([O:23][C:24](=O)[CH:25]=[C:26]([O:29][C:30]1[CH:35]=[C:34]([F:36])[CH:33]=[CH:32][C:31]=1[F:37])[CH2:27]Br)C. The catalyst is C(#N)C. The product is [CH3:2][O:3][C:4](=[O:11])[C@@H:5]([N:6]1[CH2:27][C:26]([O:29][C:30]2[CH:35]=[C:34]([F:36])[CH:33]=[CH:32][C:31]=2[F:37])=[CH:25][C:24]1=[O:23])[CH2:7][CH:8]([CH3:10])[CH3:9]. The yield is 0.170. (9) The reactants are [F:1][C:2]1[CH:3]=[C:4]([CH:41]=[CH:42][CH:43]=1)[CH2:5][N:6]1[C:10]([CH3:11])=[C:9]([C:12]2[C:20]3[C:15](=[N:16][CH:17]=[C:18]([C:21]4[CH:26]=[CH:25][C:24]([N:27]5[CH2:32][CH2:31][N:30](C(OC(C)(C)C)=O)[CH2:29][CH2:28]5)=[CH:23][CH:22]=4)[CH:19]=3)[NH:14][CH:13]=2)[C:8]([CH3:40])=[N:7]1.[ClH:44]. The catalyst is O1CCOCC1. The product is [ClH:44].[F:1][C:2]1[CH:3]=[C:4]([CH:41]=[CH:42][CH:43]=1)[CH2:5][N:6]1[C:10]([CH3:11])=[C:9]([C:12]2[C:20]3[C:15](=[N:16][CH:17]=[C:18]([C:21]4[CH:22]=[CH:23][C:24]([N:27]5[CH2:28][CH2:29][NH:30][CH2:31][CH2:32]5)=[CH:25][CH:26]=4)[CH:19]=3)[NH:14][CH:13]=2)[C:8]([CH3:40])=[N:7]1. The yield is 0.235. (10) The reactants are [F:1][C:2]([F:21])([F:20])[C:3]1[CH:8]=[CH:7][C:6]([C:9]2[S:10][CH:11]=[C:12]([CH2:18][OH:19])[C:13]=2[O:14][CH2:15][O:16][CH3:17])=[CH:5][CH:4]=1. The catalyst is C(Cl)(Cl)Cl.[O-2].[O-2].[Mn+4]. The product is [F:20][C:2]([F:1])([F:21])[C:3]1[CH:4]=[CH:5][C:6]([C:9]2[S:10][CH:11]=[C:12]([CH:18]=[O:19])[C:13]=2[O:14][CH2:15][O:16][CH3:17])=[CH:7][CH:8]=1. The yield is 0.570.